The task is: Predict the product of the given reaction.. This data is from Forward reaction prediction with 1.9M reactions from USPTO patents (1976-2016). (1) Given the reactants [F:1][C:2]([F:25])([F:24])[C:3]1[CH:4]=[C:5]([C:9]2[CH:10]=[CH:11][C:12]([CH2:15]P(=O)(OCC)OCC)=[N:13][CH:14]=2)[CH:6]=[CH:7][CH:8]=1.[CH2:26]([C:28]1[CH:33]=[CH:32][C:31]([CH:34]2[CH2:39][N:38]([C:40]([N:42]3[CH2:47][CH2:46][O:45][CH2:44][CH2:43]3)=[O:41])[CH2:37][CH:36]([CH:48]=O)[CH2:35]2)=[CH:30][CH:29]=1)[CH3:27], predict the reaction product. The product is: [CH2:26]([C:28]1[CH:29]=[CH:30][C:31]([CH:34]2[CH2:35][CH:36](/[CH:48]=[CH:15]/[C:12]3[CH:11]=[CH:10][C:9]([C:5]4[CH:6]=[CH:7][CH:8]=[C:3]([C:2]([F:1])([F:24])[F:25])[CH:4]=4)=[CH:14][N:13]=3)[CH2:37][N:38]([C:40]([N:42]3[CH2:43][CH2:44][O:45][CH2:46][CH2:47]3)=[O:41])[CH2:39]2)=[CH:32][CH:33]=1)[CH3:27]. (2) Given the reactants [C:1]([C:3]1[CH:8]=[CH:7][CH:6]=[CH:5][C:4]=1[S:9]([N:12]([CH3:18])[CH2:13][CH2:14][CH2:15][NH:16][CH3:17])(=[O:11])=[O:10])#[N:2].[CH3:19][N:20]1[C:28]2[C:23](=[CH:24][CH:25]=[CH:26][CH:27]=2)[CH:22]=[C:21]1[C:29]([NH:31][C@H:32]([C:37]([OH:39])=O)[CH2:33][CH:34]([CH3:36])[CH3:35])=[O:30].CN1CCOCC1.CCN=C=NCCCN(C)C.Cl, predict the reaction product. The product is: [C:1]([C:3]1[CH:8]=[CH:7][CH:6]=[CH:5][C:4]=1[S:9]([N:12]([CH3:18])[CH2:13][CH2:14][CH2:15][N:16]([CH3:17])[C:37]([C@@H:32]([NH:31][C:29]([C:21]1[N:20]([CH3:19])[C:28]2[C:23]([CH:22]=1)=[CH:24][CH:25]=[CH:26][CH:27]=2)=[O:30])[CH2:33][CH:34]([CH3:35])[CH3:36])=[O:39])(=[O:10])=[O:11])#[N:2]. (3) Given the reactants [C:1]([O:5][C:6]([NH:8][C:9]1([C:24](O)=[O:25])[CH2:14][CH2:13][N:12]([C:15]2[C:16]3[CH:23]=[CH:22][NH:21][C:17]=3[N:18]=[CH:19][N:20]=2)[CH2:11][CH2:10]1)=[O:7])([CH3:4])([CH3:3])[CH3:2].Cl.Cl.[Br:29][C:30]1[CH:35]=[CH:34][CH:33]=[C:32]([NH2:36])[C:31]=1[NH2:37].CN(C(ON1N=NC2C=CC=NC1=2)=[N+](C)C)C.F[P-](F)(F)(F)(F)F.CCN(C(C)C)C(C)C, predict the reaction product. The product is: [NH2:37][C:31]1[C:30]([Br:29])=[CH:35][CH:34]=[CH:33][C:32]=1[NH:36][C:24]([C:9]1([NH:8][C:6](=[O:7])[O:5][C:1]([CH3:4])([CH3:2])[CH3:3])[CH2:14][CH2:13][N:12]([C:15]2[C:16]3[CH:23]=[CH:22][NH:21][C:17]=3[N:18]=[CH:19][N:20]=2)[CH2:11][CH2:10]1)=[O:25]. (4) The product is: [Br:1][C:2]1[CH:3]=[N:4][N:5]2[CH:10]=[CH:9][C:8]([NH:12][CH2:13][CH2:14][N:15]([CH3:23])[C:16](=[O:22])[O:17][C:18]([CH3:19])([CH3:20])[CH3:21])=[N:7][C:6]=12. Given the reactants [Br:1][C:2]1[CH:3]=[N:4][N:5]2[CH:10]=[CH:9][C:8](Cl)=[N:7][C:6]=12.[NH2:12][CH2:13][CH2:14][N:15]([CH3:23])[C:16](=[O:22])[O:17][C:18]([CH3:21])([CH3:20])[CH3:19].C(O)(C)C.C(N(CC)CC)C, predict the reaction product. (5) Given the reactants C(=O)([O-])[O-].[K+].[K+].[CH3:7]I.[N+:9]([C:12]1[CH:17]=[CH:16][CH:15]=[CH:14][C:13]=1[S:18]([NH:21][C:22]1[CH:23]=[C:24]([S:28]([OH:31])(=[O:30])=[O:29])[CH:25]=[CH:26][CH:27]=1)(=[O:20])=[O:19])([O-:11])=[O:10], predict the reaction product. The product is: [CH3:7][N:21]([S:18]([C:13]1[CH:14]=[CH:15][CH:16]=[CH:17][C:12]=1[N+:9]([O-:11])=[O:10])(=[O:20])=[O:19])[C:22]1[CH:23]=[C:24]([S:28]([OH:31])(=[O:30])=[O:29])[CH:25]=[CH:26][CH:27]=1. (6) The product is: [C:6]1([C@H:12]([N:14]2[CH:15]3[CH:16]([CH2:17][O:18][CH2:19]3)[O:20][CH2:2][C:3]2=[O:4])[CH3:13])[CH:11]=[CH:10][CH:9]=[CH:8][CH:7]=1. Given the reactants Cl[CH2:2][C:3](Cl)=[O:4].[C:6]1([C@H:12]([NH:14][CH:15]2[CH2:19][O:18][CH2:17][CH:16]2[OH:20])[CH3:13])[CH:11]=[CH:10][CH:9]=[CH:8][CH:7]=1.C(N(CC)CC)C.[OH-].[K+], predict the reaction product. (7) Given the reactants [CH3:1][C:2]1[CH:7]=[CH:6][N:5]=[C:4]([NH:8][C:9](=[O:14])[C:10]([CH3:13])([CH3:12])[CH3:11])[CH:3]=1.[OH:15]O, predict the reaction product. The product is: [CH3:1][C:2]1[CH:7]=[CH:6][N+:5]([O-:15])=[C:4]([NH:8][C:9](=[O:14])[C:10]([CH3:11])([CH3:13])[CH3:12])[CH:3]=1.